This data is from Forward reaction prediction with 1.9M reactions from USPTO patents (1976-2016). The task is: Predict the product of the given reaction. The product is: [NH2:36][C:35]1[CH:34]=[C:33]([C:2]2[CH:3]=[CH:4][CH:5]=[C:6]3[C:11]=2[N:10]=[C:9]([NH:12][C:13]2[CH:18]=[CH:17][C:16]([N:19]4[CH2:20][CH2:21][O:22][CH2:23][CH2:24]4)=[CH:15][CH:14]=2)[N:8]=[CH:7]3)[CH:39]=[CH:38][CH:37]=1. Given the reactants Br[C:2]1[CH:3]=[CH:4][CH:5]=[C:6]2[C:11]=1[N:10]=[C:9]([NH:12][C:13]1[CH:18]=[CH:17][C:16]([N:19]3[CH2:24][CH2:23][O:22][CH2:21][CH2:20]3)=[CH:15][CH:14]=1)[N:8]=[CH:7]2.CC1(C)C(C)(C)OB([C:33]2[CH:34]=[C:35]([CH:37]=[CH:38][CH:39]=2)[NH2:36])O1.C([O-])([O-])=O.[Na+].[Na+], predict the reaction product.